This data is from Reaction yield outcomes from USPTO patents with 853,638 reactions. The task is: Predict the reaction yield, written as a fraction of the theoretical maximum amount of product (1.0 means a 100% yield; for example, 0.34 means a 34% yield). (1) The reactants are [F:1][C:2]1([F:44])[CH2:7][CH2:6][CH2:5][C@H:4]([O:8][C:9]2[C:14]([F:15])=[CH:13][C:12]([S:16]([N:19](CC3C=CC(OC)=CC=3OC)[C:20]3[CH:25]=[CH:24][N:23]=[CH:22][N:21]=3)(=[O:18])=[O:17])=[C:11]([F:37])[CH:10]=2)[C@H:3]1[C:38]1[N:42]([CH3:43])[N:41]=[CH:40][CH:39]=1.C([SiH](CC)CC)C.FC(F)(F)C(O)=O. The catalyst is ClCCl. The product is [F:44][C:2]1([F:1])[CH2:7][CH2:6][CH2:5][C@H:4]([O:8][C:9]2[C:14]([F:15])=[CH:13][C:12]([S:16]([NH:19][C:20]3[CH:25]=[CH:24][N:23]=[CH:22][N:21]=3)(=[O:17])=[O:18])=[C:11]([F:37])[CH:10]=2)[C@H:3]1[C:38]1[N:42]([CH3:43])[N:41]=[CH:40][CH:39]=1. The yield is 0.900. (2) The reactants are [CH:1]1[C:10]2[C:5](=[CH:6][CH:7]=[CH:8][CH:9]=2)[CH:4]=[CH:3][C:2]=1[C:11]([C:13]1[CH:18]=[CH:17][CH:16]=[CH:15][CH:14]=1)=[CH2:12].[CH:19]([Br:22])(Br)[Br:20]. The catalyst is [Cl-].C([N+](CC)(CC)CC)C1C=CC=CC=1. The product is [CH:1]1[C:10]2[C:5](=[CH:6][CH:7]=[CH:8][CH:9]=2)[CH:4]=[CH:3][C:2]=1[C:11]1([C:13]2[CH:14]=[CH:15][CH:16]=[CH:17][CH:18]=2)[CH2:12][C:19]1([Br:22])[Br:20]. The yield is 0.440. (3) The reactants are [Br:1][C:2]1[CH:3]=[C:4]([C:8]([NH:12][C:13](=[O:19])[O:14][C:15]([CH3:18])([CH3:17])[CH3:16])([CH3:11])[CH2:9][OH:10])[CH:5]=[CH:6][CH:7]=1. The catalyst is CCOC(C)=O. The product is [Br:1][C:2]1[CH:3]=[C:4]([C:8]([NH:12][C:13](=[O:19])[O:14][C:15]([CH3:18])([CH3:17])[CH3:16])([CH3:11])[CH:9]=[O:10])[CH:5]=[CH:6][CH:7]=1. The yield is 0.660. (4) The reactants are C(O[C:4](=O)[C:5]([C:10]1[CH:15]=[CH:14][C:13]([N+:16]([O-:18])=[O:17])=[C:12]([NH2:19])[C:11]=1[C:20]#[N:21])(C)[C:6](=O)[CH3:7])C.C(O)(=[O:25])C.OS(O)(=O)=O. The catalyst is O. The product is [NH2:19][C:12]1[C:13]([N+:16]([O-:18])=[O:17])=[CH:14][CH:15]=[C:10]2[C:11]=1[C:20](=[O:25])[NH:21][C:6]([CH3:7])=[C:5]2[CH3:4]. The yield is 0.720. (5) The reactants are [Si:1]([O:8][CH:9]1[CH:14]([NH:15][C:16](=[O:22])[O:17][C:18]([CH3:21])([CH3:20])[CH3:19])[CH:13]=[C:12]([C:23]2[CH:28]=[CH:27][N:26]=[CH:25][C:24]=2[N+:29]([O-])=O)[CH2:11][CH2:10]1)([C:4]([CH3:7])([CH3:6])[CH3:5])([CH3:3])[CH3:2].CO. The catalyst is CC(O)=O.[Fe]. The product is [NH2:29][C:24]1[CH:25]=[N:26][CH:27]=[CH:28][C:23]=1[C:12]1[CH2:11][CH2:10][CH:9]([O:8][Si:1]([C:4]([CH3:7])([CH3:5])[CH3:6])([CH3:3])[CH3:2])[CH:14]([NH:15][C:16](=[O:22])[O:17][C:18]([CH3:21])([CH3:20])[CH3:19])[CH:13]=1. The yield is 0.940. (6) The yield is 0.970. The product is [CH:13]1([C:2]2[CH:3]=[C:4]([OH:11])[C:5](=[O:8])[NH:6][CH:7]=2)[CH2:18][CH2:17][CH2:16][CH2:15][CH2:14]1. The catalyst is O1CCOCC1.O.C1C=CC([P]([Pd]([P](C2C=CC=CC=2)(C2C=CC=CC=2)C2C=CC=CC=2)([P](C2C=CC=CC=2)(C2C=CC=CC=2)C2C=CC=CC=2)[P](C2C=CC=CC=2)(C2C=CC=CC=2)C2C=CC=CC=2)(C2C=CC=CC=2)C2C=CC=CC=2)=CC=1. The reactants are Br[C:2]1[CH:3]=[C:4]([O:11]C)[C:5]([O:8]CC)=[N:6][CH:7]=1.[C:13]1(B(O)O)[CH2:18][CH2:17][CH2:16][CH2:15][CH:14]=1.C([O-])([O-])=O.[K+].[K+]. (7) The reactants are ClC1C(NC2C=C(C)NN=2)=NC(N[C@H:9]([C:11]2[N:16]=[CH:15][C:14]([F:17])=[CH:13][N:12]=2)[CH3:10])=NC=1.[BH4-].[Na+].C[OH:28]. No catalyst specified. The product is [F:17][C:14]1[CH:13]=[N:12][C:11]([CH:9]([OH:28])[CH3:10])=[N:16][CH:15]=1. The yield is 0.990. (8) The reactants are CC(C)(C)C#C.C([Li])CCC.C=O.[CH3:14][C:15]([CH3:21])([CH3:20])[C:16]#[C:17][CH2:18][OH:19].C[Si]([N-][Si](C)(C)C)(C)C.[Li+].Cl[C:33]1[N:34]=[CH:35][C:36]([C:39]([O:41]C)=[O:40])=[N:37][CH:38]=1. The catalyst is O1CCCC1.CN(C)C=O.O. The product is [CH3:14][C:15]([CH3:21])([CH3:20])[C:16]#[C:17][CH2:18][O:19][C:33]1[N:34]=[CH:35][C:36]([C:39]([OH:41])=[O:40])=[N:37][CH:38]=1. The yield is 0.330.